From a dataset of Forward reaction prediction with 1.9M reactions from USPTO patents (1976-2016). Predict the product of the given reaction. (1) Given the reactants Br[C:2]1[CH:3]=[C:4]([CH:21]=[C:22]([OH:24])[CH:23]=1)[CH2:5][O:6][C:7]1[CH:12]=[CH:11][CH:10]=[CH:9][C:8]=1[CH2:13][C:14]([O:16][C:17]([CH3:20])([CH3:19])[CH3:18])=[O:15].[F:25][C:26]1[C:31](B2OC(C)(C)C(C)(C)O2)=[CH:30][CH:29]=[CH:28][C:27]=1[C@@H:41]([NH:43][C:44](=[O:50])[O:45][C:46]([CH3:49])([CH3:48])[CH3:47])[CH3:42], predict the reaction product. The product is: [C:46]([O:45][C:44]([NH:43][C@H:41]([C:27]1[C:26]([F:25])=[C:31]([C:2]2[CH:23]=[C:22]([OH:24])[CH:21]=[C:4]([CH2:5][O:6][C:7]3[CH:12]=[CH:11][CH:10]=[CH:9][C:8]=3[CH2:13][C:14]([O:16][C:17]([CH3:20])([CH3:19])[CH3:18])=[O:15])[CH:3]=2)[CH:30]=[CH:29][CH:28]=1)[CH3:42])=[O:50])([CH3:47])([CH3:48])[CH3:49]. (2) Given the reactants Cl.[NH2:2][C:3]1[C:4]([C:8]([O:10]CC)=O)=[CH:5][S:6][CH:7]=1.C(O)(=O)C.[CH:17](N)=[NH:18].C(O)C, predict the reaction product. The product is: [N:2]1[C:3]2=[CH:7][S:6][CH:5]=[C:4]2[C:8]([OH:10])=[N:18][CH:17]=1.